Dataset: Forward reaction prediction with 1.9M reactions from USPTO patents (1976-2016). Task: Predict the product of the given reaction. The product is: [F:18][C:19]1[CH:26]=[CH:25][CH:24]=[CH:23][C:20]=1[CH2:21][N:9]1[C:10]2[C:6](=[CH:5][C:4]([N+:1]([O-:3])=[O:2])=[CH:12][CH:11]=2)[CH:7]=[C:8]1[C:13]([O:15][CH2:16][CH3:17])=[O:14]. Given the reactants [N+:1]([C:4]1[CH:5]=[C:6]2[C:10](=[CH:11][CH:12]=1)[NH:9][C:8]([C:13]([O:15][CH2:16][CH3:17])=[O:14])=[CH:7]2)([O-:3])=[O:2].[F:18][C:19]1[CH:26]=[CH:25][CH:24]=[CH:23][C:20]=1[CH2:21]Br, predict the reaction product.